Dataset: Full USPTO retrosynthesis dataset with 1.9M reactions from patents (1976-2016). Task: Predict the reactants needed to synthesize the given product. (1) Given the product [CH3:1][O:2][C:3]([CH:4]=[CH:5][C:6]1[CH:11]=[CH:10][C:9]([O:12][CH2:13][CH2:14][CH2:15][CH2:16][CH2:17][CH2:18][O:19][C:28](=[O:32])[C:29]([CH3:31])=[CH2:30])=[CH:8][CH:7]=1)=[O:20], predict the reactants needed to synthesize it. The reactants are: [CH3:1][O:2][C:3](=[O:20])[CH:4]=[CH:5][C:6]1[CH:11]=[CH:10][C:9]([O:12][CH2:13][CH2:14][CH2:15][CH2:16][CH2:17][CH2:18][OH:19])=[CH:8][CH:7]=1.C(N(CC)CC)C.[C:28](Cl)(=[O:32])[C:29]([CH3:31])=[CH2:30]. (2) Given the product [CH:21]1([C:19]([N:16]2[CH2:17][CH2:18][C@@H:14]([CH2:13][N:12]3[C:8]([C:5]4[CH:6]=[CH:7][C:2]([C:30]5[CH:31]=[C:32]6[C:27]([CH:26]=[CH:25][NH:24]6)=[CH:28][CH:29]=5)=[CH:3][CH:4]=4)=[CH:9][N:10]=[N:11]3)[CH2:15]2)=[O:20])[CH2:23][CH2:22]1, predict the reactants needed to synthesize it. The reactants are: Br[C:2]1[CH:7]=[CH:6][C:5]([C:8]2[N:12]([CH2:13][C@@H:14]3[CH2:18][CH2:17][N:16]([C:19]([CH:21]4[CH2:23][CH2:22]4)=[O:20])[CH2:15]3)[N:11]=[N:10][CH:9]=2)=[CH:4][CH:3]=1.[NH:24]1[C:32]2[C:27](=[CH:28][CH:29]=[C:30](B(O)O)[CH:31]=2)[CH:26]=[CH:25]1. (3) The reactants are: [H-].[Al+3].[Li+].[H-].[H-].[H-].[NH2:7][C:8]1[N:13]=[C:12]([C:14]2[CH:27]=[CH:26][C:17]([O:18][CH:19]([CH3:25])[C:20]([N:22]([CH3:24])[CH3:23])=O)=[CH:16][C:15]=2[CH:28]2[CH2:31][CH2:30][CH2:29]2)[CH:11]=[CH:10][CH:9]=1. Given the product [CH:28]1([C:15]2[CH:16]=[C:17]([O:18][CH:19]([CH3:25])[CH2:20][N:22]([CH3:24])[CH3:23])[CH:26]=[CH:27][C:14]=2[C:12]2[N:13]=[C:8]([NH2:7])[CH:9]=[CH:10][CH:11]=2)[CH2:31][CH2:30][CH2:29]1, predict the reactants needed to synthesize it. (4) Given the product [Cl:35][C:7]1[CH:2]=[CH:3][C:4]([O:9][CH2:10][C:11]([N:20]2[C:21]3[CH:27]=[CH:26][CH:25]=[CH:24][C:22]=3[CH2:23][N:17]3[CH:16]=[CH:15][CH:14]=[C:18]3[CH2:19]2)=[O:12])=[C:5]([CH3:8])[CH:6]=1, predict the reactants needed to synthesize it. The reactants are: Cl[C:2]1[CH:7]=[CH:6][C:5]([CH3:8])=[C:4]([O:9][CH2:10][C:11](Cl)=[O:12])[CH:3]=1.[CH:14]1[CH:15]=[CH:16][N:17]2[CH2:23][C:22]3[CH:24]=[CH:25][CH:26]=[CH:27][C:21]=3[NH:20][CH2:19][C:18]=12.C(N(CC)CC)C.[Cl:35]CCl. (5) Given the product [F:8][C:5]1[CH:6]=[CH:7][C:2]2[N:1]=[C:46]([C:44]3[O:45][C:41]([CH3:40])=[CH:42][CH:43]=3)[N:9]([C:10]3[C:18]4[O:17][CH2:16][C@@H:15]([N:19]([C:34](=[O:39])[C:35]([F:37])([F:38])[F:36])[C:20]5[CH:33]=[CH:32][C:23]6[C@H:24]([CH2:27][C:28]([O:30][CH3:31])=[O:29])[CH2:25][O:26][C:22]=6[CH:21]=5)[C:14]=4[CH:13]=[CH:12][CH:11]=3)[C:3]=2[CH:4]=1, predict the reactants needed to synthesize it. The reactants are: [NH2:1][C:2]1[CH:7]=[CH:6][C:5]([F:8])=[CH:4][C:3]=1[NH:9][C:10]1[C:18]2[O:17][CH2:16][C@@H:15]([N:19]([C:34](=[O:39])[C:35]([F:38])([F:37])[F:36])[C:20]3[CH:33]=[CH:32][C:23]4[C@H:24]([CH2:27][C:28]([O:30][CH3:31])=[O:29])[CH2:25][O:26][C:22]=4[CH:21]=3)[C:14]=2[CH:13]=[CH:12][CH:11]=1.[CH3:40][C:41]1[O:45][C:44]([C:46](O)=O)=[CH:43][CH:42]=1.Cl.CN(C)CCCN=C=NCC.O.ON1C2C=CC=CC=2N=N1.C(=O)([O-])O.[Na+].